The task is: Predict the product of the given reaction.. This data is from Forward reaction prediction with 1.9M reactions from USPTO patents (1976-2016). (1) Given the reactants C([O:3][C:4]([C:6]1[O:10][C:9]([C:11]2[CH:16]=[CH:15][C:14]([C:17]([F:20])([F:19])[F:18])=[CH:13][CH:12]=2)=[N:8][C:7]=1[CH:21]([CH3:23])[CH3:22])=O)C.[H-].[Al+3].[Li+].[H-].[H-].[H-], predict the reaction product. The product is: [CH:21]([C:7]1[N:8]=[C:9]([C:11]2[CH:16]=[CH:15][C:14]([C:17]([F:19])([F:20])[F:18])=[CH:13][CH:12]=2)[O:10][C:6]=1[CH2:4][OH:3])([CH3:23])[CH3:22]. (2) Given the reactants [OH:1][NH:2][C:3](=[NH:6])[CH2:4][CH3:5].[H-].[Na+].C(O[C:12](=O)[CH2:13][CH2:14][NH:15][C:16]([O:18][C:19]([CH3:22])([CH3:21])[CH3:20])=[O:17])C.O, predict the reaction product. The product is: [C:19]([O:18][C:16](=[O:17])[NH:15][CH2:14][CH2:13][C:12]1[O:1][N:2]=[C:3]([CH2:4][CH3:5])[N:6]=1)([CH3:22])([CH3:21])[CH3:20]. (3) Given the reactants [CH:1](=O)/[CH:2]=[CH:3]/[CH3:4].[C:6]1([S:12]([C:15]#[N:16])(=[O:14])=[O:13])[CH:11]=[CH:10][CH:9]=[CH:8][CH:7]=1.C1(C)C=CC=CC=1.B(OCCCC)(OCCCC)OCCCC, predict the reaction product. The product is: [C:6]1([S:12]([C:15]2[CH:4]=[CH:3][CH:2]=[CH:1][N:16]=2)(=[O:13])=[O:14])[CH:7]=[CH:8][CH:9]=[CH:10][CH:11]=1. (4) Given the reactants Br[C:2]1[N:3]=[CH:4][C:5]([C:8]#[N:9])=[N:6][CH:7]=1.CC1(C)C(C)(C)OB([C:18]2[CH:19]=[C:20]3[CH:26]=[N:25][NH:24][C:21]3=[N:22][CH:23]=2)O1.C(=O)(O)[O-].[Na+].O, predict the reaction product. The product is: [NH:24]1[C:21]2=[N:22][CH:23]=[C:18]([C:2]3[N:3]=[CH:4][C:5]([C:8]#[N:9])=[N:6][CH:7]=3)[CH:19]=[C:20]2[CH:26]=[N:25]1. (5) Given the reactants [C:1]([C:4]1[CH:9]=[CH:8][C:7]([CH:10]([C:28]2[CH:33]=[CH:32][C:31]([Cl:34])=[CH:30][CH:29]=2)[N:11]2[CH2:14][C:13](=[C:15]([C:20]3[CH:25]=[C:24]([F:26])[CH:23]=[C:22]([F:27])[CH:21]=3)[S:16]([CH3:19])(=[O:18])=[O:17])[CH2:12]2)=[CH:6][CH:5]=1)([OH:3])=O.O.OC1C2N=N[NH:42][C:41]=2[CH:40]=CC=1.ClCCl.C(N)C, predict the reaction product. The product is: [Cl:34][C:31]1[CH:30]=[CH:29][C:28]([CH:10]([C:7]2[CH:6]=[CH:5][C:4]([C:1](=[O:3])[NH:42][CH2:41][CH3:40])=[CH:9][CH:8]=2)[N:11]2[CH2:14][C:13](=[C:15]([C:20]3[CH:25]=[C:24]([F:26])[CH:23]=[C:22]([F:27])[CH:21]=3)[S:16]([CH3:19])(=[O:17])=[O:18])[CH2:12]2)=[CH:33][CH:32]=1. (6) Given the reactants C(OC(=O)[NH:7][C:8]1[S:12][C:11]([C:13]2[CH:18]=[CH:17][C:16]([Cl:19])=[CH:15][C:14]=2[O:20][CH3:21])=[N:10][C:9]=1[CH3:22])(C)(C)C.Cl.O1CCOCC1.C(Cl)(Cl)Cl.C(=O)(O)[O-].[Na+], predict the reaction product. The product is: [NH2:7][C:8]1[S:12][C:11]([C:13]2[CH:18]=[CH:17][C:16]([Cl:19])=[CH:15][C:14]=2[O:20][CH3:21])=[N:10][C:9]=1[CH3:22]. (7) Given the reactants Cl.[Br:2][C:3]1[CH:9]=[CH:8][C:6]([NH2:7])=[CH:5][C:4]=1[C:10]([F:13])([F:12])[F:11].Cl[C:15](OC(Cl)(Cl)Cl)=[O:16], predict the reaction product. The product is: [Br:2][C:3]1[CH:9]=[CH:8][C:6]([N:7]=[C:15]=[O:16])=[CH:5][C:4]=1[C:10]([F:11])([F:12])[F:13]. (8) Given the reactants [ClH:1].O1CCOCC1.[C:8]([C:10]1([CH2:23][OH:24])[CH2:15][CH2:14][N:13](C(OC(C)(C)C)=O)[CH2:12][CH2:11]1)#[N:9], predict the reaction product. The product is: [ClH:1].[OH:24][CH2:23][C:10]1([C:8]#[N:9])[CH2:15][CH2:14][NH:13][CH2:12][CH2:11]1. (9) Given the reactants [Cl:1][C:2]1[CH:28]=[CH:27][C:5]([CH2:6][N:7]2[C:15]3[C:10](=[CH:11][C:12]([CH:16]=[C:17]4[S:21][CH:20](SCCC)[NH:19][C:18]4=[O:26])=[CH:13][CH:14]=3)[CH:9]=[N:8]2)=[C:4]([C:29]([F:32])([F:31])[F:30])[CH:3]=1.[CH3:33][NH:34][CH2:35][CH:36]([OH:43])[CH2:37][N:38]1[CH2:42][CH2:41][CH2:40][CH2:39]1, predict the reaction product. The product is: [Cl:1][C:2]1[CH:28]=[CH:27][C:5]([CH2:6][N:7]2[C:15]3[C:10](=[CH:11][C:12]([CH:16]=[C:17]4[S:21][C:20]([N:34]([CH2:35][CH:36]([OH:43])[CH2:37][N:38]5[CH2:42][CH2:41][CH2:40][CH2:39]5)[CH3:33])=[N:19][C:18]4=[O:26])=[CH:13][CH:14]=3)[CH:9]=[N:8]2)=[C:4]([C:29]([F:32])([F:31])[F:30])[CH:3]=1.